This data is from Catalyst prediction with 721,799 reactions and 888 catalyst types from USPTO. The task is: Predict which catalyst facilitates the given reaction. (1) Reactant: [CH3:1][C@H:2]1[CH2:5][C@H:4]([CH:6]([N:10]2[CH:14]=[C:13]([C:15]3[C:16]4[CH:23]=[CH:22][N:21](COCC[Si](C)(C)C)[C:17]=4[N:18]=[CH:19][N:20]=3)[CH:12]=[N:11]2)[CH2:7][C:8]#[N:9])[CH2:3]1.F[B-](F)(F)F.[Li+].[OH-].[NH4+]. Product: [N:18]1[C:17]2[NH:21][CH:22]=[CH:23][C:16]=2[C:15]([C:13]2[CH:12]=[N:11][N:10]([CH:6]([C@H:4]3[CH2:5][C@H:2]([CH3:1])[CH2:3]3)[CH2:7][C:8]#[N:9])[CH:14]=2)=[N:20][CH:19]=1. The catalyst class is: 192. (2) Reactant: [C:1]1(=[O:8])O[C:5](=[O:6])[CH:4]=[C:2]1[CH3:3].Cl.Cl.[CH2:11]([NH:18][NH2:19])[C:12]1[CH:17]=[CH:16][CH:15]=[CH:14][CH:13]=1.C([O-])(=O)C.[K+]. Product: [CH2:11]([N:18]1[C:5](=[O:6])[CH:4]=[C:2]([CH3:3])[C:1](=[O:8])[NH:19]1)[C:12]1[CH:17]=[CH:16][CH:15]=[CH:14][CH:13]=1. The catalyst class is: 15. (3) Reactant: [F:1][C:2]1[CH:7]=[CH:6][C:5]([C:8]2[N:12]=[N:11][N:10]([CH3:13])[C:9]=2[CH2:14][O:15][C:16]2[N:21]=[N:20][C:19]([C:22](O)=[O:23])=[CH:18][CH:17]=2)=[CH:4][CH:3]=1.CN(C(ON1N=NC2C=CC=CC1=2)=[N+](C)C)C.[B-](F)(F)(F)F.CCN(C(C)C)C(C)C.[NH2:56][CH:57]1[CH2:62][CH2:61][O:60][CH2:59][CH2:58]1. Product: [O:60]1[CH2:61][CH2:62][CH:57]([NH:56][C:22]([C:19]2[N:20]=[N:21][C:16]([O:15][CH2:14][C:9]3[N:10]([CH3:13])[N:11]=[N:12][C:8]=3[C:5]3[CH:6]=[CH:7][C:2]([F:1])=[CH:3][CH:4]=3)=[CH:17][CH:18]=2)=[O:23])[CH2:58][CH2:59]1. The catalyst class is: 3.